Dataset: Reaction yield outcomes from USPTO patents with 853,638 reactions. Task: Predict the reaction yield, written as a fraction of the theoretical maximum amount of product (1.0 means a 100% yield; for example, 0.34 means a 34% yield). (1) The reactants are [OH:1][CH:2]1[CH2:7][CH2:6][N:5]([C:8]([O:10][C:11]([CH3:14])([CH3:13])[CH3:12])=[O:9])[CH2:4][CH2:3]1.F[C:16]1[CH:21]=[CH:20][C:19]([N+:22]([O-:24])=[O:23])=[C:18]([O:25][CH3:26])[CH:17]=1.[OH-].[K+]. The catalyst is [Br-].C([N+](CCCC)(CCCC)CCCC)CCC.C1(C)C=CC=CC=1.O. The product is [CH3:26][O:25][C:18]1[CH:17]=[C:16]([CH:21]=[CH:20][C:19]=1[N+:22]([O-:24])=[O:23])[O:1][CH:2]1[CH2:3][CH2:4][N:5]([C:8]([O:10][C:11]([CH3:14])([CH3:13])[CH3:12])=[O:9])[CH2:6][CH2:7]1. The yield is 0.910. (2) The reactants are [C:1]([C:5]1[C:13]2[O:12][CH:11]([CH2:14][NH2:15])[CH2:10][C:9]=2[CH:8]=[CH:7][CH:6]=1)([CH3:4])([CH3:3])[CH3:2].C(N(C(C)C)CC)(C)C.Cl[C:26]([O:28][CH2:29][C:30]1[CH:35]=[CH:34][CH:33]=[CH:32][CH:31]=1)=[O:27].C(OC(=O)NCC1CC2C=CC=C(C3CCCC3)C=2O1)C1C=CC=CC=1. No catalyst specified. The product is [CH2:29]([O:28][C:26](=[O:27])[NH:15][CH2:14][CH:11]1[CH2:10][C:9]2[CH:8]=[CH:7][CH:6]=[C:5]([C:1]([CH3:4])([CH3:2])[CH3:3])[C:13]=2[O:12]1)[C:30]1[CH:35]=[CH:34][CH:33]=[CH:32][CH:31]=1. The yield is 0.960. (3) The reactants are Br[C:2]1[N:7]=[C:6]2[N:8]([C@@H:13]3[C:21]4[C:16](=[CH:17][C:18]([C:22]5[CH:27]=[CH:26][CH:25]=[CH:24][C:23]=5[C:28]5[N:32]([C:33]([C:46]6[CH:51]=[CH:50][CH:49]=[CH:48][CH:47]=6)([C:40]6[CH:45]=[CH:44][CH:43]=[CH:42][CH:41]=6)[C:34]6[CH:39]=[CH:38][CH:37]=[CH:36][CH:35]=6)[N:31]=[N:30][N:29]=5)=[CH:19][CH:20]=4)[CH2:15][CH2:14]3)[C:9]([CH2:11][CH3:12])=[N:10][C:5]2=[C:4]([CH3:52])[CH:3]=1.C([O:56][C:57]([CH3:59])=[CH2:58])(=O)C.C[O-].C([Sn+](CCCC)CCCC)CCC. The catalyst is C1(C)C=CC=CC=1.CCOC(C)=O.CCCCCCC.C1(P(C2C=CC=CC=2)C2C=CC=CC=2C2C=CC=CC=2N(C)C)C=CC=CC=1. The product is [CH2:11]([C:9]1[N:8]([C@@H:13]2[C:21]3[C:16](=[CH:17][C:18]([C:22]4[CH:27]=[CH:26][CH:25]=[CH:24][C:23]=4[C:28]4[N:32]([C:33]([C:40]5[CH:41]=[CH:42][CH:43]=[CH:44][CH:45]=5)([C:34]5[CH:35]=[CH:36][CH:37]=[CH:38][CH:39]=5)[C:46]5[CH:47]=[CH:48][CH:49]=[CH:50][CH:51]=5)[N:31]=[N:30][N:29]=4)=[CH:19][CH:20]=3)[CH2:15][CH2:14]2)[C:6]2=[N:7][C:2]([CH2:58][C:57](=[O:56])[CH3:59])=[CH:3][C:4]([CH3:52])=[C:5]2[N:10]=1)[CH3:12]. The yield is 0.774. (4) The reactants are [C:1]([O:4][CH2:5][C:6]1[C:7]([N:21]2[N:30]=[CH:29][C:28]3[C:23](=[C:24]([F:35])[CH:25]=[C:26]([C:31]([CH3:34])([CH3:33])[CH3:32])[CH:27]=3)[C:22]2=[O:36])=[N:8][CH:9]=[CH:10][C:11]=1B1OC(C)(C)C(C)(C)O1)(=[O:3])[CH3:2].Br[C:38]1[CH:39]=[C:40]([NH:46][C:47]2[CH:57]=[C:50]3[CH2:51][N:52]([CH3:56])[C:53](=[O:55])[CH2:54][N:49]3[N:48]=2)[C:41](=[O:45])[N:42]([CH3:44])[CH:43]=1.[O-]P([O-])([O-])=O.[K+].[K+].[K+].C([O-])(=O)C.[Na+]. The catalyst is C1C=CC(P(C2C=CC=CC=2)[C-]2C=CC=C2)=CC=1.C1C=CC(P(C2C=CC=CC=2)[C-]2C=CC=C2)=CC=1.Cl[Pd]Cl.[Fe+2].C(#N)C.O. The product is [C:1]([O:4][CH2:5][C:6]1[C:7]([N:21]2[N:30]=[CH:29][C:28]3[C:23](=[C:24]([F:35])[CH:25]=[C:26]([C:31]([CH3:33])([CH3:34])[CH3:32])[CH:27]=3)[C:22]2=[O:36])=[N:8][CH:9]=[CH:10][C:11]=1[C:38]1[CH:39]=[C:40]([NH:46][C:47]2[CH:57]=[C:50]3[CH2:51][N:52]([CH3:56])[C:53](=[O:55])[CH2:54][N:49]3[N:48]=2)[C:41](=[O:45])[N:42]([CH3:44])[CH:43]=1)(=[O:3])[CH3:2]. The yield is 0.450. (5) The reactants are [CH3:1][O:2][C:3](=[O:19])[CH2:4][NH:5][CH2:6][C:7](=[O:18])[C:8]1[CH:13]=[CH:12][CH:11]=[C:10]([N+:14]([O-])=O)[C:9]=1[OH:17].[H][H]. The catalyst is CO.[Pd]. The product is [CH3:1][O:2][C:3](=[O:19])[CH2:4][NH:5][CH2:6][C:7](=[O:18])[C:8]1[CH:13]=[CH:12][CH:11]=[C:10]([NH2:14])[C:9]=1[OH:17]. The yield is 0.760. (6) The reactants are [OH:1][C:2]1[CH:9]=[CH:8][C:7]([CH2:10][CH2:11][CH3:12])=[CH:6][C:3]=1[CH:4]=[O:5].[OH:13]C1C=CC(C(F)(F)F)=CC=1C=O. No catalyst specified. The product is [OH:1][C:2]1[CH:9]=[CH:8][C:7]([CH2:10][CH2:11][CH3:12])=[CH:6][C:3]=1[C:4]([OH:13])=[O:5]. The yield is 0.468. (7) The reactants are [C:1]([C:3]1[CH:8]=[CH:7][CH:6]=[CH:5][C:4]=1[C:9]1[CH:14]=[CH:13][C:12]([CH2:15][C:16]2[C:17](=[O:44])[N:18]([C@H:28]3[CH2:33][CH2:32][C@H:31]([C:34]4[O:38][CH:37]=[N:36][C:35]=4[C:39]([O:41]CC)=[O:40])[CH2:30][CH2:29]3)[C:19]3[N:20]([N:25]=[CH:26][N:27]=3)[C:21]=2[CH2:22][CH2:23][CH3:24])=[CH:11][CH:10]=1)#[N:2].[OH-].[Na+].O1CCCC1.Cl. The catalyst is CO. The product is [C:1]([C:3]1[CH:8]=[CH:7][CH:6]=[CH:5][C:4]=1[C:9]1[CH:14]=[CH:13][C:12]([CH2:15][C:16]2[C:17](=[O:44])[N:18]([C@H:28]3[CH2:29][CH2:30][C@H:31]([C:34]4[O:38][CH:37]=[N:36][C:35]=4[C:39]([OH:41])=[O:40])[CH2:32][CH2:33]3)[C:19]3[N:20]([N:25]=[CH:26][N:27]=3)[C:21]=2[CH2:22][CH2:23][CH3:24])=[CH:11][CH:10]=1)#[N:2]. The yield is 0.760. (8) The reactants are [CH3:1][C:2]1[CH:7]=[CH:6][N:5]=[CH:4][C:3]=1[N:8]1[CH2:12][CH2:11][NH:10][C:9]1=[O:13].I[C:15]1[CH:24]=[CH:23][C:18]2[N:19]=[C:20]([CH3:22])[S:21][C:17]=2[CH:16]=1.N[C@@H]1CCCC[C@H]1N.P([O-])([O-])([O-])=O.[K+].[K+].[K+]. The catalyst is [Cu](I)I.O1CCOCC1. The product is [CH3:22][C:20]1[S:21][C:17]2[CH:16]=[C:15]([N:10]3[CH2:11][CH2:12][N:8]([C:3]4[CH:4]=[N:5][CH:6]=[CH:7][C:2]=4[CH3:1])[C:9]3=[O:13])[CH:24]=[CH:23][C:18]=2[N:19]=1. The yield is 0.628. (9) The reactants are [CH3:1][O:2][C:3]1[CH:4]=[C:5]2[C:10](=[CH:11][C:12]=1[O:13][CH3:14])[N:9]=[CH:8][N:7]=[C:6]2[O:15][C:16]1[CH:17]=[C:18]([CH:20]=[CH:21][CH:22]=1)[NH2:19].[F:23][C:24]([C:27]1[CH:31]=[C:30]([NH:32][C:33](=O)[O:34]C2C=CC=CC=2)[N:29]([C:42]2[CH:47]=[CH:46][CH:45]=[CH:44][CH:43]=2)[N:28]=1)([F:26])[CH3:25]. The catalyst is C1COCC1.CN(C1C=CN=CC=1)C. The product is [F:23][C:24]([C:27]1[CH:31]=[C:30]([NH:32][C:33]([NH:19][C:18]2[CH:20]=[CH:21][CH:22]=[C:16]([O:15][C:6]3[C:5]4[C:10](=[CH:11][C:12]([O:13][CH3:14])=[C:3]([O:2][CH3:1])[CH:4]=4)[N:9]=[CH:8][N:7]=3)[CH:17]=2)=[O:34])[N:29]([C:42]2[CH:47]=[CH:46][CH:45]=[CH:44][CH:43]=2)[N:28]=1)([F:26])[CH3:25]. The yield is 0.620. (10) The reactants are [Br:1][C:2]1[C:3]([NH:9][C:10]2[CH:14]=[C:13]([O:15][CH:16]([CH3:18])[CH3:17])[NH:12][N:11]=2)=[N:4][C:5](Cl)=[N:6][CH:7]=1.Cl.[F:20][C:21]1[CH:22]=[N:23][C:24]([C@@H:27]([NH2:29])[CH3:28])=[N:25][CH:26]=1.CCN(C(C)C)C(C)C. The catalyst is CCCCO. The product is [Br:1][C:2]1[C:3]([NH:9][C:10]2[CH:14]=[C:13]([O:15][CH:16]([CH3:18])[CH3:17])[NH:12][N:11]=2)=[N:4][C:5]([NH:29][C@H:27]([C:24]2[N:25]=[CH:26][C:21]([F:20])=[CH:22][N:23]=2)[CH3:28])=[N:6][CH:7]=1. The yield is 0.600.